This data is from Drug-target binding data from BindingDB using Ki measurements. The task is: Regression. Given a target protein amino acid sequence and a drug SMILES string, predict the binding affinity score between them. We predict pKi (pKi = -log10(Ki in M); higher means stronger inhibition). Dataset: bindingdb_ki. (1) The small molecule is CC(C)(C)c1ccc(C(=O)Nc2cccc(S(N)(=O)=O)c2)cc1. The target protein sequence is MKKTFLIALALTASLIGAENTKWDYKNKENGPHRWDKLHKDFEVCKSGKSQSPINIEHYYHTQDKADLQFKYAASKPKAVFFTHHTLKASFEPTNHINYRGHDYVLDNVHFHAPMEFLINNKTRPLSAHFVHKDAKGRLLVLAIGFEEGKENPNLDPILEGIQKKQNLKEVALDAFLPKSINYYHFNGSLTAPPCTEGVAWFVIEEPLEVSAKQLAEIKKRMKNSPNQRPVQPDYNTVIIKSSAETR. The pKi is 6.5. (2) The compound is Cc1cc(N=Nc2ccc(S(=O)(=O)Nc3ccccn3)cc2)c(N)cc1O. The target protein (Q9NPI1) has sequence MGKKHKKHKSDKHLYEEYVEKPLKLVLKVGGNEVTELSTGSSGHDSSLFEDKNDHDKHKDRKRKKRKKGEKQIPGEEKGRKRRRVKEDKKKRDRDRVENEAEKDLQCHAPVRLDLPPEKPLTSSLAKQEEVEQTPLQEALNQLMRQLQRKDPSAFFSFPVTDFIAPGYSMIIKHPMDFSTMKEKIKNNDYQSIEELKDNFKLMCTNAMIYNKPETIYYKAAKKLLHSGMKILSQERIQSLKQSIDFMADLQKTRKQKDGTDTSQSGEDGGCWQREREDSGDAEAHAFKSPSKENKKKDKDMLEDKFKSNNLEREQEQLDRIVKESGGKLTRRLVNSQCEFERRKPDGTTTLGLLHPVDPIVGEPGYCPVRLGMTTGRLQSGVNTLQGFKEDKRNKVTPVLYLNYGPYSSYAPHYDSTFANISKDDSDLIYSTYGEDSDLPSDFSIHEFLATCQDYPYVMADSLLDVLTKGGHSRTLQEMEMSLPEDEGHTRTLDTAKEME.... The pKi is 5.6. (3) The compound is ONC=Nc1ccc(N2CCOCC2)c(Cl)c1. The target protein (P24259) has sequence MSSFTITVSFLLVLVFQFPGQTRANPVYGSVSNADLMDFKNLLDHLEDKMPLEDEAMPPQVLSEQNEEVGAPLSPLLEVPPWTGEVNPAQRDGGALGRGPWDASDRSALLKSKLRALLAAPRSLRRSSCFGGRMDRIGAQSGLGCNSFRY. The pKi is 5.0. (4) The compound is CC1[C@H](O)CC(=C/C=C2\CCC[C@@]3(C)[C@H]2CC[C@@H]3[C@H](C)CCC[C@H](C)O)C[C@H]1O. The target protein (P13053) has sequence MEATAASTSLPDPGDFDRNVPRICGVCGDRATGFHFNAMTCEGCKGFFRRSMKRKALFTCPFNGDCRITKDNRRHCQACRLKRCVDIGMMKEFILTDEEVQRKREMIMKRKEEEALKDSLRPKLSEEQQHIIAILLDAHHKTYDPTYADFRDFRPPVRMDGSTGSYSPRPTLSFSGNSSSSSSDLYTTSLDMMEPSGFSNLDLNGEDSDDPSVTLDLSPLSMLPHLADLVSYSIQKVIGFAKMIPGFRDLTSDDQIVLLKSSAIEVIMLRSNQSFTMDDMSWDCGSQDYKYDVTDVSKAGHTLELIEPLIKFQVGLKKLNLHEEEHVLLMAICIVSPDRPGVQDAKLVEAIQDRLSNTLQTYIRCRHPPPGSHQLYAKMIQKLADLRSLNEEHSKQYRSLSFQPENSMKLTPLVLEVFGNEIS. The pKi is 9.2. (5) The compound is O=C(Cc1cccs1)N[C@H]1C(=O)N2C(C(=O)[O-])=C(C[n+]3ccccc3)CS[C@H]12. The target protein (Q9NSA0) has sequence MAFSKLLEQAGGVGLFQTLQVLTFILPCLMIPSQMLLENFSAAIPGHRCWTHMLDNGSAVSTNMTPKALLTISIPPGPNQGPHQCRRFRQPQWQLLDPNATATSWSEADTEPCVDGWVYDRSVFTSTIVAKWDLVCSSQGLKPLSQSIFMSGILVGSFIWGLLSYRFGRKPMLSWCCLQLAVAGTSTIFAPTFVIYCGLRFVAAFGMAGIFLSSLTLMVEWTTTSRRAVTMTVVGCAFSAGQAALGGLAFALRDWRTLQLAASVPFFAISLISWWLPESARWLIIKGKPDQALQELRKVARINGHKEAKNLTIEVLMSSVKEEVASAKEPRSVLDLFCVPVLRWRSCAMLVVNFSLLISYYGLVFDLQSLGRDIFLLQALFGAVDFLGRATTALLLSFLGRRTIQAGSQAMAGLAILANMLVPQDLQTLRVVFAVLGKGCFGISLTCLTIYKAELFPTPVRMTADGILHTVGRLGAMMGPLILMSRQALPLLPPLLYGVI.... The pKi is 5.4. (6) The drug is O=c1[nH]c2ccccc2n1CCCN1CCC(n2c(=O)[nH]c3cc(Cl)ccc32)CC1. The target protein sequence is MDPLNLSWYDEDLERQNWSRPLNGSEGRGDRPHYNYYAMLLTLLIFVIVFGNVLVCMAVSREKALQTTTNYLIVSLAVADLLVATLVMPWVVYLEVVGEWKFSRVHCDIFVTLDVMMCTASILNLCAISIDRYTAVAMPMLYNTRYSSKRRVTVMIAIVWVLSLTISCPLLFGLNKTDQNECIIANPAFVVYSSIVSFYVPFIVTLLVYIKIYIVLRKRRKRVNTKRSSRAFRANLRAPLKGNCTHPEDRTLGTVIMKSNGSFPVNRRRVEAARRAQELEMEMLSSTSPPERTRYSPIPPSHHQLTLPDPSHHGLHSTPDSPAKPEKNGHAKDHPKIAKIFEIQTMPNGKTRTSLKTMSRRKLSQQKEKKATQMLAIVLGVFIICWLPFFITHILNIHCDCNIPPVLYSAFTWLGYVNSAVNPIIYTTFNIEFRKAFMKILHC. The pKi is 8.5. (7) The small molecule is CN[C@@H](C)C(=O)N[C@H](C(=O)N1CCC[C@H]1c1nc2c(-c3ccc(Cl)cc3)cccc2s1)C1CCCCC1. The target protein (Q96CA5) has sequence MGPKDSAKCLHRGPQPSHWAAGDGPTQERCGPRSLGSPVLGLDTCRAWDHVDGQILGQLRPLTEEEEEEGAGATLSRGPAFPGMGSEELRLASFYDWPLTAEVPPELLAAAGFFHTGHQDKVRCFFCYGGLQSWKRGDDPWTEHAKWFPSCQFLLRSKGRDFVHSVQETHSQLLGSWDPWEEPEDAAPVAPSVPASGYPELPTPRREVQSESAQEPGGVSPAEAQRAWWVLEPPGARDVEAQLRRLQEERTCKVCLDRAVSIVFVPCGHLVCAECAPGLQLCPICRAPVRSRVRTFLS. The pKi is 4.2. (8) The pKi is 3.7. The drug is CC(C)CC(NC(=O)OCc1ccccc1)C(=O)NC(CCC(N)=O)P(=O)(Oc1ccc(C(C)(C)C)cc1)Oc1ccc(C(C)(C)C)cc1. The target protein (Q53781) has sequence MNKNVVIKSLATLTILTSVTGIGTTLVEEVQQTAKAENNVTKIQDTNIFPYTGVVAFKSATGFVVGKNTILTNKHVSKNYKVGDRITAHPNSDKGNGGIYSIKKIINYPGKEDVSVIQVEERAIERGPKGFNFNDNVTPFKYAAGAKAGERIKVIGYPHPYKNKYVLYESTGPVMSVEGSSIVYSAHTESGNSGSPVLNSNNELVGIHFASDVKNDDNRNAYGVYFTPEIKKFIAENIDK. (9) The small molecule is CCCCCCCCCCCCCCc1ccc(S(=O)(=O)Nc2nncs2)cc1. The target protein sequence is MSDVAIVKEGWLHKRGEYIKTWRPRYFLLKNDGTFIGYKERPQDVDQREAPLNNFSVAQCQLMKTERPRPNTFIIRCLQWTTVIERTFHVETPEEREEWTTAIQTVADGLKKQEEEEMDFRSG. The pKi is 5.2. (10) The compound is CC[C@@H](COC(=O)[C@@H]([NH3+])C(C)(C)C)Nc1ncc(C)c(-c2c[nH]c(C(=O)N[C@H](COC(=O)[C@@H]([NH3+])C(C)(C)C)c3cccc(Cl)c3)c2)n1. The target protein (P28482) has sequence MAAAAAAGAGPEMVRGQVFDVGPRYTNLSYIGEGAYGMVCSAYDNVNKVRVAIKKISPFEHQTYCQRTLREIKILLRFRHENIIGINDIIRAPTIEQMKDVYIVQDLMETDLYKLLKTQHLSNDHICYFLYQILRGLKYIHSANVLHRDLKPSNLLLNTTCDLKICDFGLARVADPDHDHTGFLTEYVATRWYRAPEIMLNSKGYTKSIDIWSVGCILAEMLSNRPIFPGKHYLDQLNHILGILGSPSQEDLNCIINLKARNYLLSLPHKNKVPWNRLFPNADSKALDLLDKMLTFNPHKRIEVEQALAHPYLEQYYDPSDEPIAEAPFKFDMELDDLPKEKLKELIFEETARFQPGYRS. The pKi is 7.5.